Dataset: Reaction yield outcomes from USPTO patents with 853,638 reactions. Task: Predict the reaction yield, written as a fraction of the theoretical maximum amount of product (1.0 means a 100% yield; for example, 0.34 means a 34% yield). (1) The reactants are [BH4-].C([N+](CCCC)(CCCC)CCCC)CCC.[C:19]1([C:25]2[C:29]3[CH:30]=[CH:31][CH:32]=[CH:33][C:28]=3[O:27][C:26]=2[C:34](=[O:36])[CH3:35])[CH:24]=[CH:23][CH:22]=[CH:21][CH:20]=1. The catalyst is C1COCC1. The product is [C:19]1([C:25]2[C:29]3[CH:30]=[CH:31][CH:32]=[CH:33][C:28]=3[O:27][C:26]=2[CH:34]([OH:36])[CH3:35])[CH:20]=[CH:21][CH:22]=[CH:23][CH:24]=1. The yield is 0.980. (2) The reactants are [CH3:1][C@@H:2]1[NH:7][CH2:6][CH2:5][N:4]([C:8]([O:10][C:11]([CH3:14])([CH3:13])[CH3:12])=[O:9])[CH2:3]1.Br[C:16]1[CH:17]=[CH:18][C:19]([N+:22]([O-:24])=[O:23])=[N:20][CH:21]=1. No catalyst specified. The product is [CH3:1][C@@H:2]1[N:7]([C:16]2[CH:21]=[N:20][C:19]([N+:22]([O-:24])=[O:23])=[CH:18][CH:17]=2)[CH2:6][CH2:5][N:4]([C:8]([O:10][C:11]([CH3:13])([CH3:12])[CH3:14])=[O:9])[CH2:3]1. The yield is 0.500. (3) The reactants are [NH:1]1[C:5]2=[N:6][CH:7]=[C:8]([C:10]#[N:11])[CH:9]=[C:4]2[CH:3]=[CH:2]1.Cl.[CH3:13][NH:14][CH3:15].[CH2:16]=O. The catalyst is C(O)(C)C. The product is [CH3:13][N:14]([CH2:16][C:3]1[C:4]2[C:5](=[N:6][CH:7]=[C:8]([C:10]#[N:11])[CH:9]=2)[NH:1][CH:2]=1)[CH3:15]. The yield is 0.480. (4) The reactants are Br[C:2]1[CH:3]=[C:4]2[C:9]([NH:10][C@H:11]3[C@@H:15]([O:16][CH3:17])[CH2:14][N:13]([C:18]4[N:23]=[CH:22][C:21]([C:24]#[N:25])=[CH:20][N:19]=4)[CH2:12]3)=[C:8]([C:26]([NH2:28])=[O:27])[CH:7]=[N:6][N:5]2[CH:29]=1.[CH:30]1([NH:33][C:34]([C:36]2[CH:41]=[CH:40][C:39](B(O)O)=[CH:38][CH:37]=2)=[O:35])[CH2:32][CH2:31]1.P([O-])([O-])([O-])=O.[K+].[K+].[K+]. The yield is 0.350. The product is [C:24]([C:21]1[CH:20]=[N:19][C:18]([N:13]2[CH2:14][C@H:15]([O:16][CH3:17])[C@H:11]([NH:10][C:9]3[C:4]4[N:5]([CH:29]=[C:2]([C:39]5[CH:38]=[CH:37][C:36]([C:34](=[O:35])[NH:33][CH:30]6[CH2:32][CH2:31]6)=[CH:41][CH:40]=5)[CH:3]=4)[N:6]=[CH:7][C:8]=3[C:26]([NH2:28])=[O:27])[CH2:12]2)=[N:23][CH:22]=1)#[N:25]. The catalyst is O1CCOCC1. (5) The reactants are Cl([O-])=O.[Na+].S(=O)(=O)(O)N.[CH2:10]([O:17][C:18]1[C:19]([CH:36]=[O:37])=[N:20][CH:21]=[C:22]([C:34]=1[OH:35])[C:23]([NH:25][CH2:26][C:27]1[CH:32]=[CH:31][C:30]([F:33])=[CH:29][CH:28]=1)=[O:24])[C:11]1[CH:16]=[CH:15][CH:14]=[CH:13][CH:12]=1.[OH2:38]. The catalyst is O1CCCC1. The product is [CH2:10]([O:17][C:18]1[C:19]([C:36]([OH:38])=[O:37])=[N:20][CH:21]=[C:22]([C:23](=[O:24])[NH:25][CH2:26][C:27]2[CH:28]=[CH:29][C:30]([F:33])=[CH:31][CH:32]=2)[C:34]=1[OH:35])[C:11]1[CH:16]=[CH:15][CH:14]=[CH:13][CH:12]=1. The yield is 0.900. (6) The catalyst is [Pd].[Pd].C(=CC(C=CC1C=CC=CC=1)=O)C1C=CC=CC=1.C(=CC(C=CC1C=CC=CC=1)=O)C1C=CC=CC=1.C(=CC(C=CC1C=CC=CC=1)=O)C1C=CC=CC=1.O1CCOCC1. The yield is 0.420. The product is [Br:8][C:6]1[CH:7]=[C:2]([NH:25][C:23]2[CH:24]=[C:18]3[CH2:17][N:16]([CH2:15][CH2:14][CH2:13][O:12][CH3:11])[CH2:21][CH2:20][N:19]3[N:22]=2)[C:3](=[O:10])[N:4]([CH3:9])[CH:5]=1. The reactants are Br[C:2]1[C:3](=[O:10])[N:4]([CH3:9])[CH:5]=[C:6]([Br:8])[CH:7]=1.[CH3:11][O:12][CH2:13][CH2:14][CH2:15][N:16]1[CH2:21][CH2:20][N:19]2[N:22]=[C:23]([NH2:25])[CH:24]=[C:18]2[CH2:17]1.CC1(C)C2C(=C(P(C3C=CC=CC=3)C3C=CC=CC=3)C=CC=2)OC2C(P(C3C=CC=CC=3)C3C=CC=CC=3)=CC=CC1=2.C(=O)([O-])[O-].[Cs+].[Cs+]. (7) The reactants are [CH:1]([N:4]1[CH2:9][CH2:8][N:7]([C:10]2[CH:17]=[CH:16][C:15]([N+:18]([O-])=O)=[CH:14][C:11]=2[C:12]#[N:13])[CH2:6][CH2:5]1)([CH3:3])[CH3:2].CCO.CC1C=C2N=C3C(=NC(NC3=O)=O)N(C[C@H](O)[C@H](O)[C@H](O)CO)C2=CC=1C. The catalyst is O.[Pd]. The product is [NH2:18][C:15]1[CH:16]=[CH:17][C:10]([N:7]2[CH2:8][CH2:9][N:4]([CH:1]([CH3:3])[CH3:2])[CH2:5][CH2:6]2)=[C:11]([CH:14]=1)[C:12]#[N:13]. The yield is 0.950. (8) The reactants are [CH3:1][O:2][C:3](=[O:22])[NH:4][C:5]1[O:6][C:7]2[C:13]([C:14]3[CH2:15][CH2:16][O:17][CH2:18][CH:19]=3)=[CH:12][CH:11]=[C:10]([O:20][CH3:21])[C:8]=2[N:9]=1. The catalyst is CO.ClCCl.[Pd]. The product is [CH3:1][O:2][C:3](=[O:22])[NH:4][C:5]1[O:6][C:7]2[C:13]([CH:14]3[CH2:15][CH2:16][O:17][CH2:18][CH2:19]3)=[CH:12][CH:11]=[C:10]([O:20][CH3:21])[C:8]=2[N:9]=1. The yield is 1.00. (9) The reactants are [CH3:1][O:2][C:3](=[O:15])[C@H:4]([CH2:13][SH:14])[NH:5][C:6]([O:8][C:9]([CH3:12])([CH3:11])[CH3:10])=[O:7].[CH2:16]([C:23]1[O:24][C:25]2[CH:45]=[CH:44][CH:43]=[CH:42][C:26]=2[C:27]=1[C:28]1[CH:33]=[CH:32][C:31]([C:34]2[CH:39]=[CH:38][C:37]([CH2:40]Br)=[CH:36][CH:35]=2)=[CH:30][CH:29]=1)[C:17]1[CH:22]=[CH:21][CH:20]=[CH:19][CH:18]=1.C(=O)([O-])[O-].[Cs+].[Cs+].O. The catalyst is CN(C)C=O. The product is [CH3:1][O:2][C:3](=[O:15])[C@@H:4]([NH:5][C:6]([O:8][C:9]([CH3:12])([CH3:10])[CH3:11])=[O:7])[CH2:13][S:14][CH2:40][C:37]1[CH:36]=[CH:35][C:34]([C:31]2[CH:30]=[CH:29][C:28]([C:27]3[C:26]4[CH:42]=[CH:43][CH:44]=[CH:45][C:25]=4[O:24][C:23]=3[CH2:16][C:17]3[CH:22]=[CH:21][CH:20]=[CH:19][CH:18]=3)=[CH:33][CH:32]=2)=[CH:39][CH:38]=1. The yield is 0.920.